Regression. Given two drug SMILES strings and cell line genomic features, predict the synergy score measuring deviation from expected non-interaction effect. From a dataset of NCI-60 drug combinations with 297,098 pairs across 59 cell lines. (1) Drug 1: C1=CC(=CC=C1CC(C(=O)O)N)N(CCCl)CCCl.Cl. Drug 2: C1=CN(C(=O)N=C1N)C2C(C(C(O2)CO)O)O.Cl. Cell line: MOLT-4. Synergy scores: CSS=86.2, Synergy_ZIP=1.77, Synergy_Bliss=1.17, Synergy_Loewe=-3.43, Synergy_HSA=3.63. (2) Drug 1: CC1=C(C(CCC1)(C)C)C=CC(=CC=CC(=CC(=O)O)C)C. Drug 2: CN1C(=O)N2C=NC(=C2N=N1)C(=O)N. Cell line: MDA-MB-231. Synergy scores: CSS=-0.900, Synergy_ZIP=-0.172, Synergy_Bliss=1.41, Synergy_Loewe=-6.10, Synergy_HSA=-4.47. (3) Drug 1: CCC1=CC2CC(C3=C(CN(C2)C1)C4=CC=CC=C4N3)(C5=C(C=C6C(=C5)C78CCN9C7C(C=CC9)(C(C(C8N6C)(C(=O)OC)O)OC(=O)C)CC)OC)C(=O)OC.C(C(C(=O)O)O)(C(=O)O)O. Drug 2: C(CC(=O)O)C(=O)CN.Cl. Cell line: TK-10. Synergy scores: CSS=7.43, Synergy_ZIP=-5.38, Synergy_Bliss=-2.37, Synergy_Loewe=-20.1, Synergy_HSA=-2.26.